From a dataset of Full USPTO retrosynthesis dataset with 1.9M reactions from patents (1976-2016). Predict the reactants needed to synthesize the given product. Given the product [CH3:5][C:23]1[C:22]([N+:32]([O-:34])=[O:33])=[CH:21][C:15]([C:16]([O:18][CH2:19][CH3:20])=[O:17])=[CH:14][C:13]=1[O:12][CH3:11], predict the reactants needed to synthesize it. The reactants are: CB(O)O.[C:5]([O-])([O-])=O.[K+].[K+].[CH3:11][O:12][C:13]1[CH:14]=[C:15]([CH:21]=[C:22]([N+:32]([O-:34])=[O:33])[C:23]=1OS(C(F)(F)F)(=O)=O)[C:16]([O:18][CH2:19][CH3:20])=[O:17].